This data is from Reaction yield outcomes from USPTO patents with 853,638 reactions. The task is: Predict the reaction yield, written as a fraction of the theoretical maximum amount of product (1.0 means a 100% yield; for example, 0.34 means a 34% yield). (1) The reactants are [Cl:1][C:2]1[C:7]([OH:8])=[C:6]([I:9])[CH:5]=[C:4]([CH2:10][OH:11])[N:3]=1.[H-].[Na+].[CH2:14](Br)[CH:15]=[CH2:16]. The catalyst is CN(C=O)C.CCOC(C)=O. The product is [CH2:16]([O:8][C:7]1[C:2]([Cl:1])=[N:3][C:4]([CH2:10][OH:11])=[CH:5][C:6]=1[I:9])[CH:15]=[CH2:14]. The yield is 0.680. (2) The reactants are [F:1][C:2]1[CH:10]=[CH:9][C:8]([F:11])=[C:7]2[C:3]=1[CH2:4][N:5](S(C1C=CC(C)=CC=1)(=O)=O)[CH2:6]2.C1(O)C=CC=CC=1.Br. The catalyst is O.C(O)(=O)CC. The product is [F:1][C:2]1[CH:10]=[CH:9][C:8]([F:11])=[C:7]2[C:3]=1[CH2:4][NH:5][CH2:6]2. The yield is 0.500.